This data is from Reaction yield outcomes from USPTO patents with 853,638 reactions. The task is: Predict the reaction yield, written as a fraction of the theoretical maximum amount of product (1.0 means a 100% yield; for example, 0.34 means a 34% yield). (1) The product is [C:6]([C:7]1[CH:8]=[C:9]([CH:17]=[CH:18][CH:19]=1)[C:10]([O:12][C:13]([CH3:15])([CH3:16])[CH3:14])=[O:11])#[CH:5]. The catalyst is C1COCC1. The reactants are C[Si]([C:5]#[C:6][C:7]1[CH:8]=[C:9]([CH:17]=[CH:18][CH:19]=1)[C:10]([O:12][C:13]([CH3:16])([CH3:15])[CH3:14])=[O:11])(C)C.CCCC[N+](CCCC)(CCCC)CCCC.[F-]. The yield is 0.840. (2) The reactants are [C:1]([O:5][C:6]([N:8]1[CH2:12][CH2:11][CH:10]([C:13]2[CH:14]=[N:15][CH:16]=[C:17](Br)[CH:18]=2)[CH2:9]1)=[O:7])([CH3:4])([CH3:3])[CH3:2].[Cl:20][C:21]1[CH:22]=[C:23]2[C:27](=[CH:28][CH:29]=1)[C:26](=[O:30])[NH:25][C:24]2([CH3:32])[CH3:31].CN(C)C1C(N)=CC=CC=1.C([O-])([O-])=O.[Cs+].[Cs+]. The catalyst is O1CCOCC1.[Cu]I.CCOC(C)=O.O. The product is [C:1]([O:5][C:6]([N:8]1[CH2:12][CH2:11][CH:10]([C:13]2[CH:14]=[N:15][CH:16]=[C:17]([N:25]3[C:26](=[O:30])[C:27]4[C:23](=[CH:22][C:21]([Cl:20])=[CH:29][CH:28]=4)[C:24]3([CH3:32])[CH3:31])[CH:18]=2)[CH2:9]1)=[O:7])([CH3:4])([CH3:3])[CH3:2]. The yield is 0.740. (3) The reactants are [H-].[Na+].[C:3]1([CH2:9][CH2:10][CH:11]([OH:13])[CH3:12])[CH:8]=[CH:7][CH:6]=[CH:5][CH:4]=1.[CH3:14][O:15][C:16]1[CH:25]=[CH:24][C:19]([CH:20]=[CH:21][CH2:22]Br)=[CH:18][CH:17]=1.CCCCCC.C(Cl)Cl.CCOC(C)=O. The catalyst is CN(C=O)C.CCCCCC.C(Cl)Cl. The product is [CH3:14][O:15][C:16]1[CH:25]=[CH:24][C:19](/[CH:20]=[CH:21]/[CH2:22][O:13][CH:11]([CH2:10][CH2:9][C:3]2[CH:8]=[CH:7][CH:6]=[CH:5][CH:4]=2)[CH3:12])=[CH:18][CH:17]=1. The yield is 0.100. (4) The reactants are Cl[C:2]1[N:7]=[CH:6][C:5]([N:8]([CH3:22])[C:9](=[O:21])[C:10]([C:13]2[CH:18]=[C:17]([Cl:19])[CH:16]=[C:15]([Cl:20])[CH:14]=2)([CH3:12])[CH3:11])=[C:4]([C:23]2[CH:28]=[CH:27][CH:26]=[CH:25][C:24]=2[Cl:29])[CH:3]=1.[NH:30]1[CH2:36][CH2:35][CH2:34][C@H:31]1[CH2:32][OH:33].CS(C)=O. The catalyst is C([O-])(O)=O.[Na+]. The product is [Cl:29][C:24]1[CH:25]=[CH:26][CH:27]=[CH:28][C:23]=1[C:4]1[CH:3]=[C:2]([N:30]2[CH2:36][CH2:35][CH2:34][C@H:31]2[CH2:32][OH:33])[N:7]=[CH:6][C:5]=1[N:8]([CH3:22])[C:9](=[O:21])[C:10]([C:13]1[CH:14]=[C:15]([Cl:20])[CH:16]=[C:17]([Cl:19])[CH:18]=1)([CH3:11])[CH3:12]. The yield is 0.870.